This data is from Catalyst prediction with 721,799 reactions and 888 catalyst types from USPTO. The task is: Predict which catalyst facilitates the given reaction. (1) Reactant: [C:1](O)([CH3:4])(C)C.[NH3:6].[Na].C([O:11][CH2:12][CH3:13])(=O)C.[CH3:14][CH2:15][CH2:16][CH2:17][CH2:18][CH3:19]. Product: [NH2:6][C:16]1[CH:15]=[CH:14][CH:19]=[C:18]2[C:17]=1[CH2:13][CH:12]([OH:11])[CH2:4][CH2:1]2. The catalyst class is: 20. (2) The catalyst class is: 10. Reactant: Cl[C:2]1[CH:7]=[C:6]([CH3:8])[N:5]=[C:4]([C:9]2[CH:14]=[CH:13][CH:12]=[C:11](Cl)[N:10]=2)[N:3]=1.[CH:16]1([NH2:22])[CH2:21][CH2:20][CH2:19][CH2:18][CH2:17]1.[CH2:23](N(CC)CC)C. Product: [CH:16]1([NH:22][C:2]2[CH:7]=[C:6]([CH3:8])[N:5]=[C:4]([C:9]3[CH:14]=[CH:13][CH:12]=[C:11]([CH3:23])[N:10]=3)[N:3]=2)[CH2:21][CH2:20][CH2:19][CH2:18][CH2:17]1. (3) Reactant: [F:1][CH:2]([F:34])[O:3][C:4]1[CH:9]=[CH:8][CH:7]=[CH:6][C:5]=1[CH:10]1[N:14]([C:15]([C:17]2[CH:22]=[CH:21][CH:20]=[CH:19][C:18]=2[O:23]C(=O)C)=[O:16])[N:13]=[C:12]([C:27]2[CH:28]=[N:29][C:30]([CH3:33])=[CH:31][CH:32]=2)[S:11]1.FC(F)OC1C=CC=CC=1C1N(C(C2C(F)=CC(F)=CC=2F)=O)N=C(C2C=NC(C)=CC=2)S1.[Li+].[OH-].Cl. Product: [F:34][CH:2]([F:1])[O:3][C:4]1[CH:9]=[CH:8][CH:7]=[CH:6][C:5]=1[CH:10]1[N:14]([C:15]([C:17]2[CH:22]=[CH:21][CH:20]=[CH:19][C:18]=2[OH:23])=[O:16])[N:13]=[C:12]([C:27]2[CH:28]=[N:29][C:30]([CH3:33])=[CH:31][CH:32]=2)[S:11]1. The catalyst class is: 36. (4) Reactant: [Br:1][C:2]1[CH:7]=[CH:6][CH:5]=[C:4](F)[N:3]=1.[O:9]1[CH2:14][CH2:13][CH:12]([C@H:15]([NH2:17])[CH3:16])[CH2:11][CH2:10]1.CCN(C(C)C)C(C)C.CS(C)=O. Product: [Br:1][C:2]1[N:3]=[C:4]([NH:17][C@@H:15]([CH:12]2[CH2:13][CH2:14][O:9][CH2:10][CH2:11]2)[CH3:16])[CH:5]=[CH:6][CH:7]=1. The catalyst class is: 6. (5) Reactant: [NH2:1][C:2]1[CH:7]=[C:6]([NH2:8])[CH:5]=[C:4]([C:9]([F:12])([F:11])[F:10])[C:3]=1[N:13]([C:19]1[CH:24]=[CH:23][C:22]([Cl:25])=[CH:21][C:20]=1[Cl:26])[C:14](=[O:18])OCC.[H-].[Na+].C(=O)(O)[O-].[Na+]. Product: [NH2:8][C:6]1[CH:5]=[C:4]([C:9]([F:10])([F:11])[F:12])[C:3]2[N:13]([C:19]3[CH:24]=[CH:23][C:22]([Cl:25])=[CH:21][C:20]=3[Cl:26])[C:14](=[O:18])[NH:1][C:2]=2[CH:7]=1. The catalyst class is: 8.